This data is from Reaction yield outcomes from USPTO patents with 853,638 reactions. The task is: Predict the reaction yield, written as a fraction of the theoretical maximum amount of product (1.0 means a 100% yield; for example, 0.34 means a 34% yield). (1) The reactants are [NH2:1][CH:2]1[CH2:5][N:4]([C:6]2[S:7][C:8]3[CH:14]=[C:13]([C:15]([O:17][CH2:18][CH3:19])=[O:16])[CH:12]=[CH:11][C:9]=3[N:10]=2)[CH2:3]1.[Cl:20][C:21]1[N:22]=[C:23]([C:28](O)=[O:29])[NH:24][C:25]=1[CH2:26][CH3:27].CCN=C=NCCCN(C)C.Cl.ON1C2C=CC=CC=2N=N1.CN1CCOCC1. No catalyst specified. The product is [Cl:20][C:21]1[N:22]=[C:23]([C:28]([NH:1][CH:2]2[CH2:5][N:4]([C:6]3[S:7][C:8]4[CH:14]=[C:13]([C:15]([O:17][CH2:18][CH3:19])=[O:16])[CH:12]=[CH:11][C:9]=4[N:10]=3)[CH2:3]2)=[O:29])[NH:24][C:25]=1[CH2:26][CH3:27]. The yield is 0.420. (2) The reactants are [NH2:1][CH2:2][CH2:3][CH2:4][CH2:5][CH2:6][OH:7].[C:8](Cl)([C:21]1[CH:26]=[CH:25][CH:24]=[CH:23][CH:22]=1)([C:15]1[CH:20]=[CH:19][CH:18]=[CH:17][CH:16]=1)[C:9]1[CH:14]=[CH:13][CH:12]=[CH:11][CH:10]=1. No catalyst specified. The product is [C:8]([NH:1][CH2:2][CH2:3][CH2:4][CH2:5][CH2:6][OH:7])([C:9]1[CH:14]=[CH:13][CH:12]=[CH:11][CH:10]=1)([C:21]1[CH:22]=[CH:23][CH:24]=[CH:25][CH:26]=1)[C:15]1[CH:16]=[CH:17][CH:18]=[CH:19][CH:20]=1. The yield is 0.240. (3) The reactants are Br[CH2:2][CH2:3][O:4][CH3:5].[Cl:6][C:7]1[CH:8]=[C:9]([OH:30])[C:10]2[N:11]([N:14]=[C:15]([CH2:17][CH2:18][C:19]3[N:23]([CH3:24])[N:22]=[C:21]([N:25]4[CH2:29][CH2:28][CH2:27][CH2:26]4)[N:20]=3)[N:16]=2)[C:12]=1[CH3:13].C([O-])([O-])=O.[K+].[K+]. The catalyst is CN(C)C=O. The product is [Cl:6][C:7]1[CH:8]=[C:9]([O:30][CH2:2][CH2:3][O:4][CH3:5])[C:10]2[N:11]([N:14]=[C:15]([CH2:17][CH2:18][C:19]3[N:23]([CH3:24])[N:22]=[C:21]([N:25]4[CH2:29][CH2:28][CH2:27][CH2:26]4)[N:20]=3)[N:16]=2)[C:12]=1[CH3:13]. The yield is 0.250. (4) The reactants are [CH3:1][C:2]1[CH:7]=[CH:6][C:5]([OH:8])=[CH:4][CH:3]=1.C([O:11][C:12](=O)[CH2:13][C:14](=O)[CH2:15][Cl:16])C.S(=O)(=O)(O)O. The catalyst is O. The product is [Cl:16][CH2:15][C:14]1[C:6]2[C:5](=[CH:4][CH:3]=[C:2]([CH3:1])[CH:7]=2)[O:8][C:12](=[O:11])[CH:13]=1. The yield is 0.860. (5) The reactants are [CH2:1]([N:8]1[C:16]2[C:11](=[CH:12][CH:13]=[C:14](Br)[CH:15]=2)[CH:10]=[CH:9]1)[C:2]1[CH:7]=[CH:6][CH:5]=[CH:4][CH:3]=1.[F:18][C:19]([F:30])([F:29])[C:20]1[CH:25]=[CH:24][C:23](B(O)O)=[CH:22][CH:21]=1.C(=O)([O-])[O-].[Na+].[Na+]. The catalyst is O.C(O)C.C1(C)C=CC=CC=1.[Pd].C1(P(C2C=CC=CC=2)C2C=CC=CC=2)C=CC=CC=1.C1(P(C2C=CC=CC=2)C2C=CC=CC=2)C=CC=CC=1.C1(P(C2C=CC=CC=2)C2C=CC=CC=2)C=CC=CC=1.C1(P(C2C=CC=CC=2)C2C=CC=CC=2)C=CC=CC=1. The product is [CH2:1]([N:8]1[C:16]2[C:11](=[CH:12][CH:13]=[C:14]([C:23]3[CH:24]=[CH:25][C:20]([C:19]([F:30])([F:29])[F:18])=[CH:21][CH:22]=3)[CH:15]=2)[CH:10]=[CH:9]1)[C:2]1[CH:7]=[CH:6][CH:5]=[CH:4][CH:3]=1. The yield is 0.710. (6) The reactants are CN(C)/[CH:3]=[CH:4]/[C:5]1[C:15]([N+:16]([O-])=O)=[CH:14][C:13]([N+:19]([O-])=O)=[CH:12][C:6]=1[C:7]([O:9][CH2:10][CH3:11])=[O:8].Cl[Sn]Cl. The product is [NH2:19][C:13]1[CH:12]=[C:6]([C:7]([O:9][CH2:10][CH3:11])=[O:8])[C:5]2[CH:4]=[CH:3][NH:16][C:15]=2[CH:14]=1. The yield is 0.400. The catalyst is C(O)C. (7) The reactants are C(=NN[C:16]1[CH:17]=[C:18]([CH2:37][N:38]([CH3:40])[CH3:39])[S:19][C:20]=1[CH:21]=[N:22][N:23]=C(C1C=CC=CC=1)C1C=CC=CC=1)(C1C=CC=CC=1)C1C=CC=CC=1.Cl.O.C(=O)([O-])[O-].[Na+].[Na+]. The catalyst is C(O)C. The product is [CH3:40][N:38]([CH3:39])[CH2:37][C:18]1[S:19][C:20]2[CH:21]=[N:22][NH:23][C:16]=2[CH:17]=1. The yield is 0.450. (8) The reactants are [CH2:1]([O:3][C:4](=[O:29])[C:5]([C:25]([F:28])([F:27])[F:26])([O:20][Si](C)(C)C)[CH2:6][C:7]([C:10]1[CH:15]=[CH:14][C:13]([Cl:16])=[C:12]([F:17])[C:11]=1[O:18][CH3:19])([CH3:9])[CH3:8])[CH3:2].O.O.O.[F-].C([N+](CCCC)(CCCC)CCCC)CCC.O. The product is [CH2:1]([O:3][C:4](=[O:29])[C:5]([C:25]([F:27])([F:26])[F:28])([OH:20])[CH2:6][C:7]([C:10]1[CH:15]=[CH:14][C:13]([Cl:16])=[C:12]([F:17])[C:11]=1[O:18][CH3:19])([CH3:9])[CH3:8])[CH3:2]. The catalyst is O1CCCC1. The yield is 0.774.